From a dataset of Drug-target binding data from BindingDB using IC50 measurements. Regression. Given a target protein amino acid sequence and a drug SMILES string, predict the binding affinity score between them. We predict pIC50 (pIC50 = -log10(IC50 in M); higher means more potent). Dataset: bindingdb_ic50. (1) The drug is O=C([O-])Cc1ccc2c(c1)CC(CNS(=O)(=O)c1cccnc1)C2. The target protein (P34978) has sequence MWLNSTSLGACFRPVNITLQERRAIASPWFAASFCALGLGSNLLALSVLAGARPGAGPRSSFLALLCGLVLTDFLGLLVTGAVVASQHAALLDWRATDPGCRLCHFMGAAMVFFGLCPLLLGAAMAAERFVGITRPFSRPAATSRRAWATVGLVWVGAGTLGLLPLLGLGRYSVQYPGSWCFLTLGAERGDVAFGLMFALLGSVSVGLSLLLNTVSVATLCRVYHAREATQRPRDCEVEMMVQLVGIMVVATVCWMPLLVFILQTLLQTLPVMSPSGQLLRTTERQLLIYLRVATWNQILDPWVYILFRRSVLRRLHPRFTSQLQAVSLHSPPTQAMLSGP. The pIC50 is 5.7. (2) The compound is Cc1nccn1N[C@@H]1c2cc(S(=O)(=O)N3CCCCC3)ccc2OC(C)(C)[C@H]1O. The target protein (P05631) has sequence MFSRAGVAGLSAWTVQPQWIQVRNMATLKDITRRLKSIKNIQKITKSMKMVAAAKYARAERELKPARVYGVGSLALYEKADIKTPEDKKKHLIIGVSSDRGLCGAIHSSVAKQMKSEAANLAAAGKEVKIIGVGDKIRSILHRTHSDQFLVTFKEVGRRPPTFGDASVIALELLNSGYEFDEGSIIFNRFRSVISYKTEEKPIFSLDTISSAESMSIYDDIDADVLRNYQEYSLANIIYYSLKESTTSEQSARMTAMDNASKNASEMIDKLTLTFNRTRQAVITKELIEIISGAAALD. The pIC50 is 4.0. (3) The compound is Cc1ccc(-c2cc(F)c([C@H](C)Nc3nccc(N4C(=O)OC[C@@H]4[C@@H](C)O)n3)cc2F)cn1. The target protein sequence is GPGMSKKISGGSVVEMQGDEMTRIIWELIKEKLIFPYVELDLHSYDLGIENRDATNDQVTKDAAEAIKKHNVGVKCATITPDEKRVEEFKLKQMWKSPNGTIRNILGGTVFREAIICKNIPRLVSGVVVKPIIIGHHAYGDQYRATDFVVPGPGKVEITYTPSDGTQKVTYLVHNFEEGGGVAMGMYNQDKSIEDFAHSSFQMALSKGWPLYLSTKNTILKKYDGRFKDIFQEIYDKQYKSQFEAQKIVVYEHRLIDDMVAQAMKSEGGFIWACKNYDGDVQSDSVAQGYGSLGMMTSVLVCPDGKTVEAEAAHGTVTRHYRMYQKGQETSTNPIASIFAVVTRGLAHRAKLDNNKELAFFANALEEVSIETIEAGFMTKDLAACIKGLPNVQRSDYLNTFEFMDKLGENLKIKLAQAKL. The pIC50 is 7.0. (4) The compound is CC(=O)N[C@@H](CC(C)C)C(=O)N[C@@H](CC(=O)O)C(=O)N[C@H](C(N)=O)[C@@H](C)O. The target protein (Q13477) has sequence MDFGLALLLAGLLGLLLGQSLQVKPLQVEPPEPVVAVALGASRQLTCRLACADRGASVQWRGLDTSLGAVQSDTGRSVLTVRNASLSAAGTRVCVGSCGGRTFQHTVQLLVYAFPDQLTVSPAALVPGDPEVACTAHKVTPVDPNALSFSLLVGGQELEGAQALGPEVQEEEEEPQGDEDVLFRVTERWRLPPLGTPVPPALYCQATMRLPGLELSHRQAIPVLHSPTSPEPPDTTSPESPDTTSPESPDTTSQEPPDTTSPEPPDKTSPEPAPQQGSTHTPRSPGSTRTRRPEISQAGPTQGEVIPTGSSKPAGDQLPAALWTSSAVLGLLLLALPTYHLWKRCRHLAEDDTHPPASLRLLPQVSAWAGLRGTGQVGISPS. The pIC50 is 3.6.